Predict which catalyst facilitates the given reaction. From a dataset of Catalyst prediction with 721,799 reactions and 888 catalyst types from USPTO. (1) Reactant: [Cl:1][C:2]1[N:7]=[C:6]([C:8]2[NH:9][C:10]3[C:15]([CH:16]=2)=[C:14]([F:17])[CH:13]=[CH:12][CH:11]=3)[C:5]([OH:18])=[CH:4][CH:3]=1.[S:19]1[CH:23]=[CH:22][CH:21]=[C:20]1[CH:24]=O.CC1C=CC(S(O)(=O)=O)=CC=1. Product: [Cl:1][C:2]1[CH:3]=[CH:4][C:5]2[O:18][CH:24]([C:20]3[S:19][CH:23]=[CH:22][CH:21]=3)[C:16]3[C:15]4[C:10](=[CH:11][CH:12]=[CH:13][C:14]=4[F:17])[NH:9][C:8]=3[C:6]=2[N:7]=1. The catalyst class is: 93. (2) Reactant: C([C:4]1[C:5](=[O:13])[NH:6][C:7]([CH:10]([CH3:12])[CH3:11])=[CH:8][CH:9]=1)(O)=O.C1(P(N=[N+]=[N-])(C2C=CC=CC=2)=[O:21])C=CC=CC=1.C([N:33]([CH2:36]C)CC)C.[CH2:38]([OH:45])[C:39]1[CH:44]=[CH:43][CH:42]=[CH:41][CH:40]=1. Product: [CH2:38]([O:45][C:36]([NH:33][C:4]1[C:5](=[O:13])[NH:6][C:7]([CH:10]([CH3:11])[CH3:12])=[CH:8][CH:9]=1)=[O:21])[C:39]1[CH:44]=[CH:43][CH:42]=[CH:41][CH:40]=1. The catalyst class is: 12. (3) Reactant: CC1(C)[O:6][CH:5]([CH2:7][O:8][C:9]2[CH:14]=[CH:13][N:12]3[C:15]([C:18]([OH:20])=O)=[CH:16][N:17]=[C:11]3[CH:10]=2)[CH2:4][O:3]1.C(Cl)(=O)C(Cl)=O.[CH2:28]([N:35]1[C:43]2[CH:42]=[CH:41][CH:40]=[C:39]([NH2:44])[C:38]=2[CH:37]=[N:36]1)[C:29]1[CH:34]=[CH:33][CH:32]=[CH:31][CH:30]=1.CCN(C(C)C)C(C)C. Product: [CH2:28]([N:35]1[C:43]2[C:38](=[C:39]([NH:44][C:18]([C:15]3[N:12]4[CH:13]=[CH:14][C:9]([O:8][CH2:7][CH:5]([OH:6])[CH2:4][OH:3])=[CH:10][C:11]4=[N:17][CH:16]=3)=[O:20])[CH:40]=[CH:41][CH:42]=2)[CH:37]=[N:36]1)[C:29]1[CH:30]=[CH:31][CH:32]=[CH:33][CH:34]=1. The catalyst class is: 85. (4) Reactant: [NH2:1][C:2]1[CH:3]=[C:4]([CH:8]=[C:9]([C:11]([CH3:15])=[C:12]([CH3:14])[CH3:13])[CH:10]=1)[C:5]([OH:7])=[O:6].[CH3:16][O:17][C:18]1[N:23]=[C:22]([O:24][CH3:25])[C:21]([C:26]2[CH:35]=[C:34]3[C:29]([C:30](Cl)=[C:31]([C:36]([NH2:38])=[O:37])[CH:32]=[N:33]3)=[CH:28][CH:27]=2)=[CH:20][N:19]=1. Product: [C:5]([OH:7])(=[O:6])[CH3:4].[NH2:38][C:36]([C:31]1[CH:32]=[N:33][C:34]2[C:29]([C:30]=1[NH:1][C:2]1[CH:3]=[C:4]([CH:8]=[C:9]([C:11]([CH3:15])=[C:12]([CH3:14])[CH3:13])[CH:10]=1)[C:5]([OH:7])=[O:6])=[CH:28][CH:27]=[C:26]([C:21]1[C:22]([O:24][CH3:25])=[N:23][C:18]([O:17][CH3:16])=[N:19][CH:20]=1)[CH:35]=2)=[O:37]. The catalyst class is: 15. (5) Product: [CH:2]1([N:6]2[CH2:11][CH2:10][CH:9]([O:12][C:13]3[CH:18]=[CH:17][C:16]([N:19]4[CH:23]=[N:22][C:21]([C:24]([N:52]([O:53][CH3:54])[CH3:51])=[O:26])=[N:20]4)=[CH:15][CH:14]=3)[CH2:8][CH2:7]2)[CH2:5][CH2:4][CH2:3]1. Reactant: Cl.[CH:2]1([N:6]2[CH2:11][CH2:10][CH:9]([O:12][C:13]3[CH:18]=[CH:17][C:16]([N:19]4[CH:23]=[N:22][C:21]([C:24]([OH:26])=O)=[N:20]4)=[CH:15][CH:14]=3)[CH2:8][CH2:7]2)[CH2:5][CH2:4][CH2:3]1.Cl.CN(C)CCCN=C=NCC.O.ON1C2C=CC=CC=2N=N1.Cl.[CH3:51][NH:52][O:53][CH3:54].C(=O)([O-])O.[Na+]. The catalyst class is: 289. (6) Reactant: [CH:1]1([C:4]2[N:8]([CH:9]3[CH2:11][CH2:10]3)[C:7]([C:12]([CH3:23])([C:14]3[S:15][C:16]([C:19]([F:22])([F:21])[F:20])=[CH:17][CH:18]=3)[CH3:13])=[N:6][N:5]=2)[CH2:3][CH2:2]1.CCCCC.C([Li])(C)(C)C.CN([CH:37]=[O:38])C. Product: [CH:9]1([N:8]2[C:4]([CH:1]3[CH2:3][CH2:2]3)=[N:5][N:6]=[C:7]2[C:12]([C:14]2[S:15][C:16]([C:19]([F:21])([F:20])[F:22])=[C:17]([CH:37]=[O:38])[CH:18]=2)([CH3:23])[CH3:13])[CH2:10][CH2:11]1. The catalyst class is: 20. (7) Reactant: [CH3:1][N:2]([CH3:32])[CH2:3][CH2:4][NH:5][C:6]1[CH:11]=[CH:10][C:9]([NH:12][C:13]([NH:15][C:16]2[CH:21]=[CH:20][C:19]([O:22][C:23]3[CH:28]=[CH:27][CH:26]=[CH:25][CH:24]=3)=[CH:18][CH:17]=2)=[O:14])=[CH:8][C:7]=1[N+:29]([O-])=O.[C:33]1([CH2:39][C:40](O)=O)[CH:38]=[CH:37][CH:36]=[CH:35][CH:34]=1.CN(C(ON1N=NC2C=CC=NC1=2)=[N+](C)C)C.F[P-](F)(F)(F)(F)F.C(NC(C)C)(C)C.C(=O)([O-])[O-].[Na+].[Na+]. Product: [CH2:39]([C:40]1[N:5]([CH2:4][CH2:3][N:2]([CH3:32])[CH3:1])[C:6]2[CH:11]=[CH:10][C:9]([NH:12][C:13]([NH:15][C:16]3[CH:21]=[CH:20][C:19]([O:22][C:23]4[CH:28]=[CH:27][CH:26]=[CH:25][CH:24]=4)=[CH:18][CH:17]=3)=[O:14])=[CH:8][C:7]=2[N:29]=1)[C:33]1[CH:38]=[CH:37][CH:36]=[CH:35][CH:34]=1. The catalyst class is: 204.